From a dataset of Forward reaction prediction with 1.9M reactions from USPTO patents (1976-2016). Predict the product of the given reaction. (1) The product is: [NH2:7][C@H:8]([C:17]1[C:22]([C:23]2[CH:24]=[CH:25][C:26]([Cl:38])=[C:27]3[C:31]=2[N:30]([CH3:32])[N:29]=[C:28]3[NH:33][S:34]([CH3:37])(=[O:35])=[O:36])=[CH:21][CH:20]=[C:19]([C:39]#[C:40][C:41]([OH:47])([CH3:42])[CH3:44])[N:18]=1)[CH2:9][C:10]1[CH:15]=[CH:14][CH:13]=[C:12]([F:16])[CH:11]=1. Given the reactants C(OC(=O)[NH:7][C@H:8]([C:17]1[C:22]([C:23]2[CH:24]=[CH:25][C:26]([Cl:38])=[C:27]3[C:31]=2[N:30]([CH3:32])[N:29]=[C:28]3[NH:33][S:34]([CH3:37])(=[O:36])=[O:35])=[CH:21][CH:20]=[C:19]([C:39]#[C:40][C:41]2([OH:47])[CH2:44]C(F)(F)[CH2:42]2)[N:18]=1)[CH2:9][C:10]1[CH:15]=[CH:14][CH:13]=[C:12]([F:16])[CH:11]=1)(C)(C)C.C(O)(C(F)(F)F)=O, predict the reaction product. (2) Given the reactants [F:1][C:2]([F:7])([F:6])[C:3]([OH:5])=[O:4].[F:8][C:9]1[CH:14]=[CH:13][C:12]([C:15]2[N:20]=[CH:19][C:18]([O:21][CH2:22][C:23]([OH:25])=O)=[CH:17][CH:16]=2)=[CH:11][CH:10]=1.[F:26][C:27]1[CH:33]=[CH:32][CH:31]=[CH:30][C:28]=1[NH2:29], predict the reaction product. The product is: [F:1][C:2]([F:7])([F:6])[C:3]([OH:5])=[O:4].[F:26][C:27]1[CH:33]=[CH:32][CH:31]=[CH:30][C:28]=1[NH:29][C:23](=[O:25])[CH2:22][O:21][C:18]1[CH:19]=[N:20][C:15]([C:12]2[CH:11]=[CH:10][C:9]([F:8])=[CH:14][CH:13]=2)=[CH:16][CH:17]=1. (3) Given the reactants Cl[C:2]1[CH:3]=[CH:4][C:5]2[N:6]([C:8]([C@H:11]([C:13]3[C:14]([F:24])=[C:15]4[C:20](=[CH:21][C:22]=3[F:23])[N:19]=[CH:18][CH:17]=[CH:16]4)[CH3:12])=[CH:9][N:10]=2)[N:7]=1.[CH3:25][C@@H:26]1[NH:31][CH2:30][CH2:29][NH:28][C:27]1=[O:32], predict the reaction product. The product is: [F:24][C:14]1[C:13]([C@@H:11]([C:8]2[N:6]3[N:7]=[C:2]([N:31]4[CH2:30][CH2:29][NH:28][C:27](=[O:32])[C@@H:26]4[CH3:25])[CH:3]=[CH:4][C:5]3=[N:10][CH:9]=2)[CH3:12])=[C:22]([F:23])[CH:21]=[C:20]2[C:15]=1[CH:16]=[CH:17][CH:18]=[N:19]2. (4) The product is: [Si:1]([O:8][CH2:9][CH:10]1[CH2:14][CH2:13][CH:12]([CH:15]([NH:20][CH3:19])[C:17]#[N:18])[CH2:11]1)([C:4]([CH3:7])([CH3:6])[CH3:5])([CH3:3])[CH3:2]. Given the reactants [Si:1]([O:8][CH2:9][CH:10]1[CH2:14][CH2:13][CH:12]([CH:15]=O)[CH2:11]1)([C:4]([CH3:7])([CH3:6])[CH3:5])([CH3:3])[CH3:2].[CH3:17][NH2:18].[C-:19]#[N:20].[K+], predict the reaction product. (5) Given the reactants [F:1][C:2]([F:10])=[CH:3][CH:4]1[CH2:8][NH:7][C:6](=[O:9])[CH2:5]1.[H-].[Na+].[Br:13][C:14]1[CH:15]=[C:16]2[C:22]([CH2:23]Br)=[N:21][N:20](C(OC(C)(C)C)=O)[C:17]2=[N:18][CH:19]=1, predict the reaction product. The product is: [Br:13][C:14]1[CH:15]=[C:16]2[C:22]([CH2:23][N:7]3[CH2:8][CH:4]([CH:3]=[C:2]([F:10])[F:1])[CH2:5][C:6]3=[O:9])=[N:21][NH:20][C:17]2=[N:18][CH:19]=1.